Dataset: Full USPTO retrosynthesis dataset with 1.9M reactions from patents (1976-2016). Task: Predict the reactants needed to synthesize the given product. Given the product [CH3:32][C:31]1[C:26]([N:23]2[CH2:24][CH2:25][N:20]([C:18]([C:15]3[CH:16]=[CH:17][C:12]([N:5]4[C@H:4]([CH:1]([CH3:3])[CH3:2])[CH2:8][CH2:7][S:6]4(=[O:10])=[O:9])=[CH:13][C:14]=3[S:34]([CH3:37])(=[O:36])=[O:35])=[O:19])[CH2:21][CH2:22]2)=[N:27][CH:28]=[C:29]([CH3:33])[CH:30]=1, predict the reactants needed to synthesize it. The reactants are: [CH:1]([C@@H:4]1[CH2:8][CH2:7][S:6](=[O:10])(=[O:9])[NH:5]1)([CH3:3])[CH3:2].Br[C:12]1[CH:17]=[CH:16][C:15]([C:18]([N:20]2[CH2:25][CH2:24][N:23]([C:26]3[C:31]([CH3:32])=[CH:30][C:29]([CH3:33])=[CH:28][N:27]=3)[CH2:22][CH2:21]2)=[O:19])=[C:14]([S:34]([CH3:37])(=[O:36])=[O:35])[CH:13]=1.